This data is from Forward reaction prediction with 1.9M reactions from USPTO patents (1976-2016). The task is: Predict the product of the given reaction. (1) Given the reactants [NH:1]1[C:5]2[CH:6]=[C:7]([C:10]([O:12][CH3:13])=[O:11])[CH:8]=[CH:9][C:4]=2[CH2:3][S:2]1(=[O:15])=[O:14].C(=O)([O-])[O-].[K+].[K+].[CH2:22](Br)[C:23]1[CH:28]=[CH:27][CH:26]=[CH:25][CH:24]=1, predict the reaction product. The product is: [CH2:22]([N:1]1[C:5]2[CH:6]=[C:7]([C:10]([O:12][CH3:13])=[O:11])[CH:8]=[CH:9][C:4]=2[CH2:3][S:2]1(=[O:14])=[O:15])[C:23]1[CH:28]=[CH:27][CH:26]=[CH:25][CH:24]=1. (2) The product is: [CH3:18][O:19][CH2:20][C:21]1[NH:3][C:4]2=[CH:5][S:6][CH:7]=[C:8]2[N:9]=1. Given the reactants Cl.Cl.[NH2:3][C:4]1[C:8]([NH2:9])=[CH:7][S:6][CH:5]=1.C(N(CC)CC)C.Cl.[CH3:18][O:19][CH2:20][C:21](=N)OCC.C(=O)([O-])O.[Na+], predict the reaction product. (3) Given the reactants BrC1C=CC(OC)=NC=1.Br[C:11]1[CH:21]=[CH:20][C:14]2[O:15][C:16]([F:19])([F:18])[O:17][C:13]=2[CH:12]=1.ClC1C=CC(CN2C3C(=CC=CC=3)C(=O)C2=O)=CC=1.[CH3:41][O:42][C:43]1[CH:60]=[CH:59][C:46]([CH2:47][N:48]2[C:56]3[C:51](=[CH:52][CH:53]=[CH:54][CH:55]=3)[C:50](=[O:57])[C:49]2=[O:58])=[CH:45][CH:44]=1, predict the reaction product. The product is: [F:18][C:16]1([F:19])[O:15][C:14]2[CH:20]=[CH:21][C:11]([C:50]3([OH:57])[C:51]4[C:56](=[CH:55][CH:54]=[CH:53][CH:52]=4)[N:48]([CH2:47][C:46]4[CH:59]=[CH:60][C:43]([O:42][CH3:41])=[CH:44][CH:45]=4)[C:49]3=[O:58])=[CH:12][C:13]=2[O:17]1. (4) The product is: [CH2:21]([O:20][C:18](=[O:19])[C:17]([C:15]#[N:16])=[C:10]1[CH2:11][CH2:12][C:5]2([O:6][CH2:7][C:2]([CH3:14])([CH3:1])[CH2:3][O:4]2)[CH2:8][CH2:9]1)[CH3:22]. Given the reactants [CH3:1][C:2]1([CH3:14])[CH2:7][O:6][C:5]2([CH2:12][CH2:11][C:10](=O)[CH2:9][CH2:8]2)[O:4][CH2:3]1.[C:15]([CH2:17][C:18]([O:20][CH2:21][CH3:22])=[O:19])#[N:16].N1CCCCC1.C(O)(=O)C, predict the reaction product. (5) Given the reactants [NH2:1][C:2]1[C:11]2[CH:10]=[CH:9][CH:8]=[C:7](Br)[C:6]=2[N:5]=[C:4]2[CH2:13][N:14]([CH2:17][CH2:18][CH3:19])[C:15](=[O:16])[C:3]=12.[CH3:20][O:21][C:22]1[C:27](B(O)O)=[CH:26][CH:25]=[C:24]([O:31][CH3:32])[N:23]=1, predict the reaction product. The product is: [NH2:1][C:2]1[C:11]2[CH:10]=[CH:9][CH:8]=[C:7]([C:27]3[C:22]([O:21][CH3:20])=[N:23][C:24]([O:31][CH3:32])=[CH:25][CH:26]=3)[C:6]=2[N:5]=[C:4]2[CH2:13][N:14]([CH2:17][CH2:18][CH3:19])[C:15](=[O:16])[C:3]=12. (6) Given the reactants [CH:1]1([C:4]2[N:8]=[C:7]([C:9]3[NH:10][C:11]4[C:16]([C:17]=3[CH:18]=[O:19])=[CH:15][C:14]([O:20][CH3:21])=[CH:13][CH:12]=4)[O:6][N:5]=2)[CH2:3][CH2:2]1.[H-].[Na+].Cl[CH2:25][CH2:26][N:27]1[CH2:32][CH2:31][N:30]([CH3:33])[CH2:29][CH2:28]1, predict the reaction product. The product is: [CH:1]1([C:4]2[N:8]=[C:7]([C:9]3[N:10]([CH2:25][CH2:26][N:27]4[CH2:32][CH2:31][N:30]([CH3:33])[CH2:29][CH2:28]4)[C:11]4[C:16]([C:17]=3[CH:18]=[O:19])=[CH:15][C:14]([O:20][CH3:21])=[CH:13][CH:12]=4)[O:6][N:5]=2)[CH2:2][CH2:3]1. (7) Given the reactants F[C:2](F)(F)C(O)=O.[CH3:8][NH:9][C@H:10]([C:14]([NH:16][C@H:17]([C:21]([N:23]([C@@H:25]([C@@H:62]([CH3:65])[CH2:63][CH3:64])[C@H:26]([O:60][CH3:61])[CH2:27][C:28]([N:30]1[CH2:34][CH2:33][CH2:32][C@H:31]1[C@H:35]([O:58][CH3:59])[C@@H:36]([CH3:57])[C:37]([NH:39][C@@:40]1([C:49]([N:51]2[CH2:56][CH2:55][CH2:54][CH2:53][O:52]2)=[O:50])[CH2:42][C@@H:41]1[C:43]1[CH:48]=[CH:47][CH:46]=[CH:45][CH:44]=1)=[O:38])=[O:29])[CH3:24])=[O:22])[CH:18]([CH3:20])[CH3:19])=[O:15])[CH:11]([CH3:13])[CH3:12].C(OC(=O)[NH:75][CH2:76][CH2:77]C=O)C1C=CC=CC=1, predict the reaction product. The product is: [NH2:75][CH2:76][CH2:77][CH2:8][N:9]([CH3:2])[C@H:10]([C:14]([NH:16][C@H:17]([C:21]([N:23]([C@@H:25]([C@@H:62]([CH3:65])[CH2:63][CH3:64])[C@H:26]([O:60][CH3:61])[CH2:27][C:28]([N:30]1[CH2:34][CH2:33][CH2:32][C@H:31]1[C@H:35]([O:58][CH3:59])[C@@H:36]([CH3:57])[C:37]([NH:39][C@@:40]1([C:49]([N:51]2[CH2:56][CH2:55][CH2:54][CH2:53][O:52]2)=[O:50])[CH2:42][C@@H:41]1[C:43]1[CH:48]=[CH:47][CH:46]=[CH:45][CH:44]=1)=[O:38])=[O:29])[CH3:24])=[O:22])[CH:18]([CH3:19])[CH3:20])=[O:15])[CH:11]([CH3:13])[CH3:12].